From a dataset of Reaction yield outcomes from USPTO patents with 853,638 reactions. Predict the reaction yield, written as a fraction of the theoretical maximum amount of product (1.0 means a 100% yield; for example, 0.34 means a 34% yield). (1) The reactants are [CH3:1][C:2]1[C:11]2[C:6](=[CH:7][C:8]([CH3:12])=[CH:9][CH:10]=2)[C:5]([N:13]2[CH:17]=[N:16][N:15]=[C:14]2[SH:18])=[CH:4][CH:3]=1.Br[CH2:20][C:21]([O:23][CH2:24][CH3:25])=[O:22].C(=O)([O-])[O-].[K+].[K+].CN(C=O)C. The catalyst is C1COCC1.O. The product is [CH3:1][C:2]1[C:11]2[C:6](=[CH:7][C:8]([CH3:12])=[CH:9][CH:10]=2)[C:5]([N:13]2[CH:17]=[N:16][N:15]=[C:14]2[S:18][CH2:20][C:21]([O:23][CH2:24][CH3:25])=[O:22])=[CH:4][CH:3]=1. The yield is 0.860. (2) The reactants are [CH2:1]([N:8]1[CH:12]=[C:11]([CH:13]([CH:15]2[CH2:20][CH2:19][CH2:18][CH2:17][CH2:16]2)O)[C:10]([CH3:21])=[N:9]1)[C:2]1[CH:7]=[CH:6][CH:5]=[CH:4][CH:3]=1.[NH2:22][C:23]1[CH:28]=[CH:27][C:26]([C:29]([N:31]([CH3:39])[CH2:32][CH2:33][C:34]([O:36]CC)=[O:35])=[O:30])=[CH:25][CH:24]=1. No catalyst specified. The product is [CH2:1]([N:8]1[CH:12]=[C:11]([CH:13]([NH:22][C:23]2[CH:24]=[CH:25][C:26]([C:29]([N:31]([CH3:39])[CH2:32][CH2:33][C:34]([OH:36])=[O:35])=[O:30])=[CH:27][CH:28]=2)[CH:15]2[CH2:20][CH2:19][CH2:18][CH2:17][CH2:16]2)[C:10]([CH3:21])=[N:9]1)[C:2]1[CH:7]=[CH:6][CH:5]=[CH:4][CH:3]=1. The yield is 0.0200. (3) The reactants are [F:1][C:2]([F:6])([F:5])[CH2:3][OH:4].[H-].[Na+].CS(O[CH2:14][C:15]1[CH:16]=[N:17][CH:18]=[C:19]([Br:21])[CH:20]=1)(=O)=O. The catalyst is C1COCC1.CN(C=O)C. The product is [Br:21][C:19]1[CH:18]=[N:17][CH:16]=[C:15]([CH2:14][O:4][CH2:3][C:2]([F:6])([F:5])[F:1])[CH:20]=1. The yield is 0.200. (4) The reactants are [NH2:1][C:2]1[N:6]([C:7]2[CH:12]=[CH:11][CH:10]=[CH:9][CH:8]=2)[N:5]=[C:4]([C:13]([CH3:17])([CH3:16])[CH2:14][OH:15])[CH:3]=1.N1C=CN=C1.[CH3:23][C:24]([Si:27](Cl)([CH3:29])[CH3:28])([CH3:26])[CH3:25]. The catalyst is CN(C=O)C. The product is [Si:27]([O:15][CH2:14][C:13]([C:4]1[CH:3]=[C:2]([NH2:1])[N:6]([C:7]2[CH:12]=[CH:11][CH:10]=[CH:9][CH:8]=2)[N:5]=1)([CH3:17])[CH3:16])([C:24]([CH3:26])([CH3:25])[CH3:23])([CH3:29])[CH3:28]. The yield is 0.420. (5) The reactants are [F:1][C:2]1[CH:7]=[CH:6][C:5]([CH2:8][C:9]([C:11]2[C:19]3[C:14](=[CH:15][CH:16]=[C:17]([CH2:20][CH2:21][OH:22])[CH:18]=3)[NH:13][CH:12]=2)=[O:10])=[CH:4][CH:3]=1.[Br-].[Br-].[Br-].C1([N+](C)(C)C)C=CC=CC=1.C1([N+](C)(C)C)C=CC=CC=1.C1([N+](C)(C)C)C=CC=CC=1.[CH3:56][O:57][C:58]1[CH:59]=[C:60]([CH:62]=[C:63]([O:65][CH3:66])[CH:64]=1)[NH2:61].Cl. The catalyst is C1COCC1. The product is [CH3:66][O:65][C:63]1[CH:62]=[C:60]([NH:61][CH:8]([C:5]2[CH:6]=[CH:7][C:2]([F:1])=[CH:3][CH:4]=2)[C:9]([C:11]2[C:19]3[C:14](=[CH:15][CH:16]=[C:17]([CH2:20][CH2:21][OH:22])[CH:18]=3)[NH:13][CH:12]=2)=[O:10])[CH:59]=[C:58]([O:57][CH3:56])[CH:64]=1. The yield is 0.280. (6) The reactants are [CH3:1][C:2]1[C:3]([C:11]2[S:15][C:14]([C:16]([OH:18])=O)=[CH:13][CH:12]=2)=[N:4][O:5][C:6]=1[C:7]([F:10])([F:9])[F:8].[NH2:19][C:20]1[CH:25]=[CH:24][N:23]=[CH:22][C:21]=1[Cl:26].C1COCC1.C(N(CC)CC)C. The catalyst is N1C=CC=CC=1. The product is [Cl:26][C:21]1[CH:22]=[N:23][CH:24]=[CH:25][C:20]=1[NH:19][C:16]([C:14]1[S:15][C:11]([C:3]2[C:2]([CH3:1])=[C:6]([C:7]([F:8])([F:9])[F:10])[O:5][N:4]=2)=[CH:12][CH:13]=1)=[O:18]. The yield is 0.830. (7) The reactants are Br[CH2:2][C:3]([C:5]1[S:9][CH:8]2[CH:10]=[CH:11][S:12][CH:7]2[CH:6]=1)=[O:4].[C:13]([N:20]1[CH2:27][CH2:26][CH2:25][C@H:21]1[C:22]([OH:24])=[O:23])([O:15][C:16]([CH3:19])([CH3:18])[CH3:17])=[O:14].CC#N. The catalyst is C(N(CC)CC)C. The product is [S:9]1[C:5]([C:3](=[O:4])[CH2:2][O:24][C:22]([CH:21]2[CH2:25][CH2:26][CH2:27][N:20]2[C:13]([O:15][C:16]([CH3:19])([CH3:18])[CH3:17])=[O:14])=[O:23])=[CH:6][CH:7]2[S:12][CH:11]=[CH:10][CH:8]12. The yield is 0.610.